From a dataset of Experimentally validated miRNA-target interactions with 360,000+ pairs, plus equal number of negative samples. Binary Classification. Given a miRNA mature sequence and a target amino acid sequence, predict their likelihood of interaction. The miRNA is hsa-miR-626 with sequence AGCUGUCUGAAAAUGUCUU. The protein sequence of the target gene is MSYKPNLAAHMPAAALNAAGSVHSPSTSMATSSQYRQLLSDYGPPSLGYTQGTGNSQVPQSKYAELLAIIEELGKEIRPTYAGSKSAMERLKRGIIHARGLVRECLAETERNARS. Result: 1 (interaction).